This data is from Forward reaction prediction with 1.9M reactions from USPTO patents (1976-2016). The task is: Predict the product of the given reaction. (1) Given the reactants [CH3:1][N:2]1[C:7](=[O:8])[C:6]2[C:9]([CH:23]=[CH:24][C:25]([O:27][CH3:28])=[O:26])=[C:10]([CH2:12][C:13]3[CH:18]=[CH:17][CH:16]=[CH:15][C:14]=3[C:19]([F:22])([F:21])[F:20])[S:11][C:5]=2[N:4]([CH2:29][CH:30]([CH3:32])[CH3:31])[C:3]1=[O:33], predict the reaction product. The product is: [CH3:1][N:2]1[C:7](=[O:8])[C:6]2[C:9]([CH2:23][CH2:24][C:25]([O:27][CH3:28])=[O:26])=[C:10]([CH2:12][C:13]3[CH:18]=[CH:17][CH:16]=[CH:15][C:14]=3[C:19]([F:20])([F:21])[F:22])[S:11][C:5]=2[N:4]([CH2:29][CH:30]([CH3:31])[CH3:32])[C:3]1=[O:33]. (2) Given the reactants [N:1]1[C:9]2[C:4](=[N:5][CH:6]=[C:7]([NH:10][C:11](=[O:22])[C:12]3[CH:17]=[C:16]([N+:18]([O-])=O)[CH:15]=[CH:14][C:13]=3[CH3:21])[CH:8]=2)[NH:3][CH:2]=1, predict the reaction product. The product is: [NH2:18][C:16]1[CH:15]=[CH:14][C:13]([CH3:21])=[C:12]([CH:17]=1)[C:11]([NH:10][C:7]1[CH:8]=[C:9]2[N:1]=[CH:2][NH:3][C:4]2=[N:5][CH:6]=1)=[O:22]. (3) Given the reactants CS(C)=O.C(Cl)(=O)C(Cl)=O.[C:11]([NH:30][C@@H:31]([CH2:34][CH3:35])[CH2:32][OH:33])([C:24]1[CH:29]=[CH:28][CH:27]=[CH:26][CH:25]=1)([C:18]1[CH:23]=[CH:22][CH:21]=[CH:20][CH:19]=1)[C:12]1[CH:17]=[CH:16][CH:15]=[CH:14][CH:13]=1.CCN(CC)CC, predict the reaction product. The product is: [C:11]([NH:30][C@@H:31]([CH2:34][CH3:35])[CH:32]=[O:33])([C:18]1[CH:19]=[CH:20][CH:21]=[CH:22][CH:23]=1)([C:24]1[CH:29]=[CH:28][CH:27]=[CH:26][CH:25]=1)[C:12]1[CH:17]=[CH:16][CH:15]=[CH:14][CH:13]=1. (4) Given the reactants CC([O-])(C)C.[K+].[CH2:7]([N:14]1[C:22]2[C:17](=[CH:18][CH:19]=[CH:20][N:21]=2)[CH:16]=[CH:15]1)C1C=CC=CC=1.[SiH:23]([CH2:28][CH3:29])([CH2:26][CH3:27])[CH2:24][CH3:25].C1COCC1, predict the reaction product. The product is: [CH3:7][N:14]1[C:22]2=[N:21][CH:20]=[CH:19][CH:18]=[C:17]2[CH:16]=[C:15]1[Si:23]([CH2:28][CH3:29])([CH2:26][CH3:27])[CH2:24][CH3:25].